Task: Predict the product of the given reaction.. Dataset: Forward reaction prediction with 1.9M reactions from USPTO patents (1976-2016) (1) Given the reactants [CH3:1][O:2][CH2:3][N:4]1[C:8]2[CH:9]=[CH:10][CH:11]=[CH:12][C:7]=2[N:6]=[C:5]1[CH:13]([OH:28])[CH:13]([C:5]1[N:4]([CH2:3][O:2][CH3:1])[C:8]2[CH:9]=[CH:10][CH:11]=[CH:12][C:7]=2[N:6]=1)[OH:28].C([O-])(O)=O.[Na+], predict the reaction product. The product is: [CH3:1][O:2][CH2:3][N:4]1[C:8]2[CH:9]=[CH:10][CH:11]=[CH:12][C:7]=2[N:6]=[C:5]1[CH:13]=[O:28]. (2) Given the reactants [CH3:1][NH:2][C:3]([C:5]1[N:6]=[C:7]([CH2:26][CH3:27])[N:8]2[CH2:13][CH2:12][NH:11][CH:10]([CH2:14][CH2:15][C:16]3[CH:21]=[CH:20][C:19]([C:22]([F:25])([F:24])[F:23])=[CH:18][CH:17]=3)[C:9]=12)=[O:4].[CH3:28][NH:29][C:30]([C@@H:32](OS(C1C=CC(C)=CC=1)(=O)=O)[C:33]1[CH:38]=[CH:37][CH:36]=[CH:35][CH:34]=1)=[O:31], predict the reaction product. The product is: [CH3:1][NH:2][C:3]([C:5]1[N:6]=[C:7]([CH2:26][CH3:27])[N:8]2[CH2:13][CH2:12][N:11]([CH:32]([C:30](=[O:31])[NH:29][CH3:28])[C:33]3[CH:38]=[CH:37][CH:36]=[CH:35][CH:34]=3)[CH:10]([CH2:14][CH2:15][C:16]3[CH:21]=[CH:20][C:19]([C:22]([F:25])([F:24])[F:23])=[CH:18][CH:17]=3)[C:9]=12)=[O:4]. (3) Given the reactants Br[C:2]1[C:3]([N:22]2[CH2:26][CH2:25][CH:24]([OH:27])[CH2:23]2)=[N:4][CH:5]=[C:6]([CH:21]=1)[C:7]([NH:9][C:10]1[CH:15]=[CH:14][C:13]([O:16][C:17]([F:20])([F:19])[F:18])=[CH:12][CH:11]=1)=[O:8].[F:28][C:29]([F:40])([F:39])[C:30]1[N:35]=[CH:34][C:33](B(O)O)=[CH:32][CH:31]=1, predict the reaction product. The product is: [OH:27][CH:24]1[CH2:25][CH2:26][N:22]([C:3]2[C:2]([C:33]3[CH:34]=[N:35][C:30]([C:29]([F:40])([F:39])[F:28])=[CH:31][CH:32]=3)=[CH:21][C:6]([C:7]([NH:9][C:10]3[CH:15]=[CH:14][C:13]([O:16][C:17]([F:20])([F:19])[F:18])=[CH:12][CH:11]=3)=[O:8])=[CH:5][N:4]=2)[CH2:23]1. (4) Given the reactants [CH:1]1([CH2:4][N:5]([C@@H:13]2[CH2:15][C@H:14]2[C:16]2[CH:21]=[CH:20][CH:19]=[C:18]([C:22](=[O:36])[NH:23][C:24]3[CH:29]=[CH:28][C:27]([C:30]4[N:35]=[CH:34][CH:33]=[CH:32][N:31]=4)=[CH:26][CH:25]=3)[CH:17]=2)C(=O)OC(C)(C)C)[CH2:3][CH2:2]1.[ClH:37].C(OCC)(=O)C, predict the reaction product. The product is: [ClH:37].[ClH:37].[CH:1]1([CH2:4][NH:5][C@@H:13]2[CH2:15][C@H:14]2[C:16]2[CH:17]=[C:18]([CH:19]=[CH:20][CH:21]=2)[C:22]([NH:23][C:24]2[CH:29]=[CH:28][C:27]([C:30]3[N:31]=[CH:32][CH:33]=[CH:34][N:35]=3)=[CH:26][CH:25]=2)=[O:36])[CH2:3][CH2:2]1. (5) The product is: [Cl:18][CH2:19][C:20]([NH:9][NH:8][C:6](=[O:7])[C:5]1[CH:4]=[CH:3][C:2]([CH3:1])=[CH:11][CH:10]=1)=[O:21]. Given the reactants [CH3:1][C:2]1[CH:11]=[CH:10][C:5]([C:6]([NH:8][NH2:9])=[O:7])=[CH:4][CH:3]=1.C([O-])([O-])=O.[K+].[K+].[Cl:18][CH2:19][C:20](Cl)=[O:21], predict the reaction product. (6) Given the reactants [CH3:1][O:2][C:3]([NH:5][C@H:6]([C:10]([N:12]1[C@@H:16]([CH3:17])[CH2:15][CH2:14][C@H:13]1[C:18]1[NH:22][C:21]2[C:23]3[C:28]([CH:29]=[CH:30][C:20]=2[N:19]=1)=[CH:27][C:26]1[C:31]2[C:36]([CH2:37][O:38][C:25]=1[CH:24]=3)=[CH:35][C:34]([C:39]1[NH:43][C:42]([C@@H:44]3[CH2:48][C@H:47]([CH3:49])[CH2:46][N:45]3C(OC(C)(C)C)=O)=[N:41][CH:40]=1)=[CH:33][CH:32]=2)=[O:11])[CH:7]([CH3:9])[CH3:8])=[O:4].[CH3:57][O:58][C:59]([NH:61][C@H:62]([C:66]1[CH:71]=[CH:70][CH:69]=[CH:68][CH:67]=1)[C:63]([OH:65])=O)=[O:60].CCOC(C(C#N)=NOC(N1CCOCC1)=[N+](C)C)=O.F[P-](F)(F)(F)(F)F.C(N(C(C)C)CC)(C)C, predict the reaction product. The product is: [CH3:1][O:2][C:3](=[O:4])[NH:5][C@@H:6]([CH:7]([CH3:9])[CH3:8])[C:10]([N:12]1[C@@H:16]([CH3:17])[CH2:15][CH2:14][C@H:13]1[C:18]1[NH:22][C:21]2[C:23]3[C:28]([CH:29]=[CH:30][C:20]=2[N:19]=1)=[CH:27][C:26]1[C:31]2[C:36]([CH2:37][O:38][C:25]=1[CH:24]=3)=[CH:35][C:34]([C:39]1[NH:43][C:42]([C@@H:44]3[CH2:48][C@H:47]([CH3:49])[CH2:46][N:45]3[C:63](=[O:65])[C@H:62]([NH:61][C:59]([O:58][CH3:57])=[O:60])[C:66]3[CH:71]=[CH:70][CH:69]=[CH:68][CH:67]=3)=[N:41][CH:40]=1)=[CH:33][CH:32]=2)=[O:11].